From a dataset of Full USPTO retrosynthesis dataset with 1.9M reactions from patents (1976-2016). Predict the reactants needed to synthesize the given product. Given the product [CH:1]([O:4][C:5]1[CH:13]=[CH:12][C:8]([C:9]2[O:11][N:51]=[C:49]([C:44]3[CH:45]=[CH:46][CH:47]=[C:48]4[C:43]=3[CH2:42][CH2:41][CH:40]4[OH:39])[N:50]=2)=[CH:7][C:6]=1[C:14]([F:17])([F:16])[F:15])([CH3:2])[CH3:3], predict the reactants needed to synthesize it. The reactants are: [CH:1]([O:4][C:5]1[CH:13]=[CH:12][C:8]([C:9]([OH:11])=O)=[CH:7][C:6]=1[C:14]([F:17])([F:16])[F:15])([CH3:3])[CH3:2].C1C=CC2N(O)N=NC=2C=1.CCN=C=NCCCN(C)C.[OH:39][C:40]1(O)[C:48]2[CH:47]=[CH:46][CH:45]=[C:44]([C:49](=[NH:51])[NH2:50])[C:43]=2[CH2:42][CH2:41]1.[Na+].[Cl-].